The task is: Regression. Given a peptide amino acid sequence and an MHC pseudo amino acid sequence, predict their binding affinity value. This is MHC class II binding data.. This data is from Peptide-MHC class II binding affinity with 134,281 pairs from IEDB. (1) The peptide sequence is SQDLELSFNLNGLQAY. The MHC is DRB1_0401 with pseudo-sequence DRB1_0401. The binding affinity (normalized) is 0.184. (2) The peptide sequence is WIILGLNKIVRMYSPVSI. The MHC is DRB1_1101 with pseudo-sequence DRB1_1101. The binding affinity (normalized) is 0.804. (3) The peptide sequence is NVTENFNMWKNNMVEQMH. The MHC is DRB1_0301 with pseudo-sequence DRB1_0301. The binding affinity (normalized) is 0.290. (4) The peptide sequence is QWHKEGSSIGKLFTQ. The binding affinity (normalized) is 0. The MHC is HLA-DQA10201-DQB10402 with pseudo-sequence HLA-DQA10201-DQB10402. (5) The peptide sequence is LATVKNVVLRASGSI. The MHC is DRB1_0101 with pseudo-sequence DRB1_0101. The binding affinity (normalized) is 0.508. (6) The peptide sequence is PELGMNASHCNEMSW. The MHC is HLA-DQA10201-DQB10202 with pseudo-sequence HLA-DQA10201-DQB10202. The binding affinity (normalized) is 0. (7) The peptide sequence is KLFEFNRNAIKTLQN. The MHC is DRB1_0404 with pseudo-sequence DRB1_0404. The binding affinity (normalized) is 0.620. (8) The peptide sequence is GERQIVDKIDAAFKI. The MHC is DRB1_1101 with pseudo-sequence DRB1_1101. The binding affinity (normalized) is 0.357. (9) The peptide sequence is EISTNIRQAGVQYSR. The MHC is DRB1_0901 with pseudo-sequence DRB1_0901. The binding affinity (normalized) is 0.323. (10) The binding affinity (normalized) is 0.432. The peptide sequence is GELMIVDKIDAAFKI. The MHC is DRB4_0101 with pseudo-sequence DRB4_0103.